From a dataset of Forward reaction prediction with 1.9M reactions from USPTO patents (1976-2016). Predict the product of the given reaction. Given the reactants Cl.[CH3:2][O:3][C:4]([C@H:6]1[NH:22][C:21](=[O:23])[C@H:20]([CH:24]([CH3:26])[CH3:25])[NH:19][C:18](=[O:27])[C@@H:17]([NH2:28])[CH2:16][C:15]2=[CH:29][CH:30]=[C:12]([CH:13]=[CH:14]2)[O:11][CH2:10][CH2:9][CH2:8][CH2:7]1)=[O:5].[CH3:31][S:32](Cl)(=[O:34])=[O:33].CCN(C(C)C)C(C)C.CCOC(C)=O, predict the reaction product. The product is: [CH3:2][O:3][C:4]([C@H:6]1[NH:22][C:21](=[O:23])[C@H:20]([CH:24]([CH3:26])[CH3:25])[NH:19][C:18](=[O:27])[C@@H:17]([NH:28][S:32]([CH3:31])(=[O:34])=[O:33])[CH2:16][C:15]2=[CH:29][CH:30]=[C:12]([CH:13]=[CH:14]2)[O:11][CH2:10][CH2:9][CH2:8][CH2:7]1)=[O:5].